Dataset: Catalyst prediction with 721,799 reactions and 888 catalyst types from USPTO. Task: Predict which catalyst facilitates the given reaction. (1) Reactant: [Cl:1][C:2]1[CH:29]=[CH:28][CH:27]=[C:26]([C:30]([F:33])([F:32])[F:31])[C:3]=1[C:4]([N:6]1[C:14]2[C:9](=[C:10]([F:15])[CH:11]=[CH:12][CH:13]=2)[C:8]([C:16]2[CH:24]=[CH:23][C:19]([C:20]([OH:22])=[O:21])=[C:18]([OH:25])[CH:17]=2)=[N:7]1)=[O:5].[OH-].[Na+:35]. Product: [Cl:1][C:2]1[CH:29]=[CH:28][CH:27]=[C:26]([C:30]([F:31])([F:33])[F:32])[C:3]=1[C:4]([N:6]1[C:14]2[C:9](=[C:10]([F:15])[CH:11]=[CH:12][CH:13]=2)[C:8]([C:16]2[CH:24]=[CH:23][C:19]([C:20]([O-:22])=[O:21])=[C:18]([OH:25])[CH:17]=2)=[N:7]1)=[O:5].[Na+:35]. The catalyst class is: 6. (2) The catalyst class is: 5. Reactant: C(OC([N:8]1[CH2:13][CH2:12][N:11]2[C:14](=[O:23])[C:15]([CH2:20][CH:21]=[CH2:22])([CH2:17][CH:18]=[CH2:19])[CH2:16][CH:10]2[CH:9]1[C:24]1[CH:29]=[CH:28][C:27]([F:30])=[CH:26][C:25]=1[CH3:31])=O)(C)(C)C.Cl.CO.[OH-].[Na+]. Product: [CH2:20]([C:15]1([CH2:17][CH:18]=[CH2:19])[C:14](=[O:23])[N:11]2[CH2:12][CH2:13][NH:8][C@@H:9]([C:24]3[CH:29]=[CH:28][C:27]([F:30])=[CH:26][C:25]=3[CH3:31])[C@@H:10]2[CH2:16]1)[CH:21]=[CH2:22]. (3) Reactant: Br[CH2:2][CH2:3][CH2:4][O:5][CH2:6][C:7]1[CH:12]=[CH:11][CH:10]=[CH:9][CH:8]=1.N[CH2:14][CH2:15][CH2:16][OH:17].[Cl:18][C:19]1[CH:24]=[CH:23][C:22]([S:25]([C:28]2[C:37]3[C:32](=[C:33]([F:39])[CH:34]=[CH:35][C:36]=3[F:38])[O:31][CH2:30][CH:29]=2)(=[O:27])=[O:26])=[CH:21][CH:20]=1.C([N:42](CC)CC)C. Product: [CH2:6]([O:5][CH2:4][CH2:3][CH2:2][N:42]([CH:16]([OH:17])[CH2:15][CH3:14])[CH:29]1[CH:28]([S:25]([C:22]2[CH:21]=[CH:20][C:19]([Cl:18])=[CH:24][CH:23]=2)(=[O:26])=[O:27])[C:37]2[C:32](=[C:33]([F:39])[CH:34]=[CH:35][C:36]=2[F:38])[O:31][CH2:30]1)[C:7]1[CH:12]=[CH:11][CH:10]=[CH:9][CH:8]=1. The catalyst class is: 1. (4) Reactant: [F:1][C:2]1[C:3]([N:9]=[CH:10][N:11]([CH3:13])[CH3:12])=[N:4][C:5]([OH:8])=[N:6][CH:7]=1.[CH3:14][C:15]1[CH:23]=[CH:22][CH:21]=[C:20]([CH3:24])[C:16]=1[C:17](Cl)=[O:18]. Product: [CH3:14][C:15]1[CH:23]=[CH:22][CH:21]=[C:20]([CH3:24])[C:16]=1[C:17]([N:6]1[CH:7]=[C:2]([F:1])[C:3]([N:9]=[CH:10][N:11]([CH3:13])[CH3:12])=[N:4][C:5]1=[O:8])=[O:18]. The catalyst class is: 17. (5) Reactant: [F:1][C:2]([F:19])([C:6]1[CH:11]=[CH:10][CH:9]=[C:8]([O:12][CH2:13][CH2:14][O:15][CH:16]([CH3:18])[CH3:17])[CH:7]=1)[C:3]([OH:5])=O.P(Cl)(Cl)(Cl)=O.Cl.[NH2:26][CH2:27][C:28]1[CH:29]=[C:30]2[C:34](=[CH:35][CH:36]=1)[C:33](=[O:37])[N:32]([CH:38]1[CH2:43][CH2:42][C:41](=[O:44])[NH:40][C:39]1=[O:45])[CH2:31]2.C(=O)(O)[O-].[Na+]. Product: [O:45]=[C:39]1[CH:38]([N:32]2[CH2:31][C:30]3[C:34](=[CH:35][CH:36]=[C:28]([CH2:27][NH:26][C:3](=[O:5])[C:2]([F:1])([F:19])[C:6]4[CH:11]=[CH:10][CH:9]=[C:8]([O:12][CH2:13][CH2:14][O:15][CH:16]([CH3:18])[CH3:17])[CH:7]=4)[CH:29]=3)[C:33]2=[O:37])[CH2:43][CH2:42][C:41](=[O:44])[NH:40]1. The catalyst class is: 17.